Dataset: Forward reaction prediction with 1.9M reactions from USPTO patents (1976-2016). Task: Predict the product of the given reaction. (1) Given the reactants [Br:1][C:2]1[CH:3]=[C:4]([NH2:19])[CH:5]=[C:6]([Br:18])[C:7]=1[O:8][C:9]1[CH:14]=[CH:13][C:12]([N+:15]([O-])=O)=[CH:11][CH:10]=1.N1C=CC=CC=1.Cl[C:27](=[O:33])[CH2:28][C:29]([O:31][CH3:32])=[O:30], predict the reaction product. The product is: [CH3:32][O:31][C:29](=[O:30])[CH2:28][C:27]([NH:19][C:4]1[CH:3]=[C:2]([Br:1])[C:7]([O:8][C:9]2[CH:14]=[CH:13][C:12]([NH2:15])=[CH:11][CH:10]=2)=[C:6]([Br:18])[CH:5]=1)=[O:33]. (2) Given the reactants Br[CH2:2][C:3]([O:5][CH3:6])=[O:4].[C:7]1([C@H:13]([NH:15][CH2:16][CH2:17][CH:18]=[CH2:19])[CH3:14])[CH:12]=[CH:11][CH:10]=[CH:9][CH:8]=1.C(N(C(C)C)C(C)C)C, predict the reaction product. The product is: [CH2:16]([N:15]([C@@H:13]([C:7]1[CH:8]=[CH:9][CH:10]=[CH:11][CH:12]=1)[CH3:14])[CH2:2][C:3]([O:5][CH3:6])=[O:4])[CH2:17][CH:18]=[CH2:19]. (3) Given the reactants [F:1][C:2]([F:16])([F:15])[O:3][C:4]1[CH:5]=[C:6]2[C:11](=[C:12]([NH2:14])[CH:13]=1)[N:10]=[CH:9][CH:8]=[CH:7]2.[C:17]([C:19]1[N:24]=[CH:23][C:22]([S:25](Cl)(=[O:27])=[O:26])=[CH:21][CH:20]=1)#[N:18].N1C=CC=CC=1, predict the reaction product. The product is: [F:16][C:2]([F:1])([F:15])[O:3][C:4]1[CH:5]=[C:6]2[C:11](=[C:12]([NH:14][S:25]([C:22]3[CH:23]=[N:24][C:19]([C:17]#[N:18])=[CH:20][CH:21]=3)(=[O:26])=[O:27])[CH:13]=1)[N:10]=[CH:9][CH:8]=[CH:7]2. (4) Given the reactants Cl.[CH3:2][C:3]1([CH3:19])[C:11]2[C:6](=[N:7][CH:8]=[CH:9][N:10]=2)[N:5]([CH:12]2[CH2:17][CH2:16][NH:15][CH2:14][CH2:13]2)[C:4]1=[O:18].Cl[C:21]1[N:30]=[CH:29][C:28]2[C:23](=[CH:24][CH:25]=[C:26]([F:31])[CH:27]=2)[N:22]=1.C(=O)([O-])[O-].[K+].[K+].O, predict the reaction product. The product is: [F:31][C:26]1[CH:27]=[C:28]2[C:23](=[CH:24][CH:25]=1)[N:22]=[C:21]([N:15]1[CH2:16][CH2:17][CH:12]([N:5]3[C:6]4=[N:7][CH:8]=[CH:9][N:10]=[C:11]4[C:3]([CH3:19])([CH3:2])[C:4]3=[O:18])[CH2:13][CH2:14]1)[N:30]=[CH:29]2. (5) Given the reactants [Cl:1][C:2]1[CH:7]=[CH:6][C:5]([OH:8])=[CH:4][C:3]=1[C:9]([F:12])([F:11])[F:10].C(=O)([O-])[O-].[K+].[K+].[F:19][C:20]1[CH:30]=[C:29](F)[CH:28]=[CH:27][C:21]=1[C:22]([O:24][CH2:25][CH3:26])=[O:23], predict the reaction product. The product is: [Cl:1][C:2]1[CH:7]=[CH:6][C:5]([O:8][C:29]2[CH:28]=[CH:27][C:21]([C:22]([O:24][CH2:25][CH3:26])=[O:23])=[C:20]([F:19])[CH:30]=2)=[CH:4][C:3]=1[C:9]([F:10])([F:11])[F:12]. (6) Given the reactants [NH4+].[N:2]#[C:3][S-:4].[CH3:5][O:6][C:7]1[C:8]([NH2:13])=[CH:9][CH:10]=[CH:11][CH:12]=1.N, predict the reaction product. The product is: [CH3:5][O:6][C:7]1[CH:12]=[CH:11][CH:10]=[CH:9][C:8]=1[NH:13][C:3]([NH2:2])=[S:4]. (7) The product is: [CH2:1]([O:3][C:4]1[C:5]([C:20]2[CH:25]=[CH:24][C:23]([CH2:26][C:27]([OH:29])=[O:28])=[C:22]([F:30])[CH:21]=2)=[CH:6][NH:7][C:8](=[O:10])[CH:9]=1)[CH3:2]. Given the reactants [CH2:1]([O:3][C:4]1[CH:9]=[C:8]([O:10]CC2C=CC(OC)=CC=2)[N:7]=[CH:6][C:5]=1[C:20]1[CH:25]=[CH:24][C:23]([CH2:26][C:27]([OH:29])=[O:28])=[C:22]([F:30])[CH:21]=1)[CH3:2], predict the reaction product.